Predict the reactants needed to synthesize the given product. From a dataset of Full USPTO retrosynthesis dataset with 1.9M reactions from patents (1976-2016). (1) The reactants are: [CH2:1]([N:4]1[CH2:15][CH:14]2[CH2:16][CH:6]([C:7](=[O:18])[C:8]3[C:9]([OH:17])=[CH:10][CH:11]=[CH:12][C:13]=32)[CH2:5]1)[CH:2]=[CH2:3].N1C=CC=CC=1.[F:25][C:26]([F:39])([F:38])[S:27](O[S:27]([C:26]([F:39])([F:38])[F:25])(=[O:29])=[O:28])(=[O:29])=[O:28].Cl. Given the product [CH2:1]([N:4]1[CH2:15][CH:14]2[CH2:16][CH:6]([C:7](=[O:18])[C:8]3[C:9]([O:17][S:27]([C:26]([F:39])([F:38])[F:25])(=[O:29])=[O:28])=[CH:10][CH:11]=[CH:12][C:13]=32)[CH2:5]1)[CH:2]=[CH2:3], predict the reactants needed to synthesize it. (2) Given the product [C:14]([C:15]1[CH:22]=[CH:21][C:18]([CH2:19][NH:20][C:4](=[O:6])[C@H:3]([O:2][CH3:1])[C:7]2[CH:12]=[CH:11][CH:10]=[CH:9][CH:8]=2)=[CH:17][CH:16]=1)#[N:13], predict the reactants needed to synthesize it. The reactants are: [CH3:1][O:2][C@H:3]([C:7]1[CH:12]=[CH:11][CH:10]=[CH:9][CH:8]=1)[C:4]([OH:6])=O.[NH2:13][CH2:14][C:15]1[CH:22]=[CH:21][C:18]([C:19]#[N:20])=[CH:17][CH:16]=1. (3) Given the product [OH:29][C@@H:27]([C@H:23]1[C:22](=[O:30])[N:21]2[C@@H:24]1[C@@H:25]([CH3:26])[C:19]([S:18][C:15]1[S:16][CH:17]=[C:13]([C:10]3[CH2:9][C@H:8]([CH2:37][OH:38])[NH:7][CH2:12][CH:11]=3)[N:14]=1)=[C:20]2[C:31]([OH:33])=[O:32])[CH3:28], predict the reactants needed to synthesize it. The reactants are: C(OC([N:7]1[CH2:12][CH:11]=[C:10]([C:13]2[N:14]=[C:15]([S:18][C:19]3[C@H:25]([CH3:26])[C@H:24]4[N:21]([C:22](=[O:30])[C@@H:23]4[C@H:27]([OH:29])[CH3:28])[C:20]=3[C:31]([O:33]CC=C)=[O:32])[S:16][CH:17]=2)[CH2:9][C@@H:8]1[CH2:37][OH:38])=O)C=C.C(O)(=O)C.C([SnH](CCCC)CCCC)CCC.P([O-])([O-])([O-])=O. (4) Given the product [C:13]1([N:19]2[C:28]3[C:23](=[CH:24][C:25]([O:29][C:2]4[N:3]=[C:4]([OH:12])[C:5]5[CH:11]=[CH:10][N:9]=[CH:8][C:6]=5[N:7]=4)=[CH:26][CH:27]=3)[CH2:22][CH2:21][CH2:20]2)[CH:18]=[CH:17][CH:16]=[CH:15][CH:14]=1, predict the reactants needed to synthesize it. The reactants are: Cl[C:2]1[N:3]=[C:4]([OH:12])[C:5]2[CH:11]=[CH:10][N:9]=[CH:8][C:6]=2[N:7]=1.[C:13]1([N:19]2[C:28]3[C:23](=[CH:24][C:25]([OH:29])=[CH:26][CH:27]=3)[CH2:22][CH2:21][CH2:20]2)[CH:18]=[CH:17][CH:16]=[CH:15][CH:14]=1. (5) The reactants are: C([O:8][C:9]1[C:18]2[C:13](=[C:14]([CH:23]=[O:24])[CH:15]=[C:16]([CH:19]([CH2:21][CH3:22])[CH3:20])[CH:17]=2)[N:12]=[C:11]([CH3:25])[C:10]=1[CH3:26])C1C=CC=CC=1.C(=O)([O-])O.[Na+]. Given the product [OH:8][C:9]1[C:18]2[C:13](=[C:14]([CH:23]=[O:24])[CH:15]=[C:16]([CH:19]([CH2:21][CH3:22])[CH3:20])[CH:17]=2)[N:12]=[C:11]([CH3:25])[C:10]=1[CH3:26], predict the reactants needed to synthesize it.